This data is from Forward reaction prediction with 1.9M reactions from USPTO patents (1976-2016). The task is: Predict the product of the given reaction. (1) Given the reactants [CH3:1][C:2]1[NH:3][C:4]([CH3:49])=[CH:5]C(=O)[C:7]=1[CH2:8][NH:9][C:10]([C:12]1[C:13]([CH3:47])=[C:14]([N:29]([CH2:44][CH2:45][CH3:46])[C@H:30]2[CH2:35][CH2:34][C@H:33]([NH:36][C:37](=O)OC(C)(C)C)[CH2:32][CH2:31]2)[CH:15]=[C:16]([C:18]2[CH:23]=[CH:22][C:21]([O:24][CH2:25][CH2:26][O:27][CH3:28])=[CH:20][CH:19]=2)[CH:17]=1)=[O:11].[C:50](O)(C(F)(F)F)=O.[C:57](=[O:60])(O)[O-], predict the reaction product. The product is: [CH3:1][C:2]1[NH:3][C:4]([CH3:49])=[CH:5][C:57](=[O:60])[C:7]=1[CH2:8][NH:9][C:10]([C:12]1[CH:17]=[C:16]([C:18]2[CH:23]=[CH:22][C:21]([O:24][CH2:25][CH2:26][O:27][CH3:28])=[CH:20][CH:19]=2)[CH:15]=[C:14]([N:29]([C@H:30]2[CH2:35][CH2:34][C@H:33]([N:36]([CH3:37])[CH3:50])[CH2:32][CH2:31]2)[CH2:44][CH2:45][CH3:46])[C:13]=1[CH3:47])=[O:11]. (2) Given the reactants Br[C:2]1[CH:3]=[C:4]2[C:9](=[C:10]([N+:13]([O-])=O)[C:11]=1[CH3:12])[N:8]=[CH:7][NH:6][C:5]2=[O:16], predict the reaction product. The product is: [NH2:13][C:10]1[C:11]([CH3:12])=[CH:2][CH:3]=[C:4]2[C:9]=1[N:8]=[CH:7][NH:6][C:5]2=[O:16]. (3) Given the reactants [Br:1][C:2]1[C:3]([C:9]([F:12])([F:11])[F:10])=[N:4][CH:5]=[C:6](Br)[CH:7]=1.[CH2:13]([O:15]/[CH:16]=[CH:17]/B1OC(C)(C)C(C)(C)O1)[CH3:14].COCCOC.C(=O)([O-])[O-].[Na+].[Na+], predict the reaction product. The product is: [Br:1][C:2]1[C:3]([C:9]([F:12])([F:11])[F:10])=[N:4][CH:5]=[C:6](/[CH:14]=[CH:13]/[O:15][CH2:16][CH3:17])[CH:7]=1. (4) Given the reactants [Al+3].[Cl-].[Cl-].[Cl-].[H-].[H-].[H-].[H-].[Li+].[Al+3].[F:11][C:12]([F:30])([F:29])[C:13]1[CH:28]=[CH:27][C:16]([O:17][C:18]2[N:23]=[CH:22][C:21]([CH2:24][C:25]#[N:26])=[CH:20][CH:19]=2)=[CH:15][CH:14]=1, predict the reaction product. The product is: [F:29][C:12]([F:11])([F:30])[C:13]1[CH:28]=[CH:27][C:16]([O:17][C:18]2[N:23]=[CH:22][C:21]([CH2:24][CH2:25][NH2:26])=[CH:20][CH:19]=2)=[CH:15][CH:14]=1.